The task is: Predict which catalyst facilitates the given reaction.. This data is from Catalyst prediction with 721,799 reactions and 888 catalyst types from USPTO. (1) Product: [NH2:11][C:4]1[CH:5]=[C:6]2[C:10](=[C:2]([F:1])[CH:3]=1)[NH:9][N:8]=[CH:7]2. The catalyst class is: 5. Reactant: [F:1][C:2]1[CH:3]=[C:4]([N+:11]([O-])=O)[CH:5]=[C:6]2[C:10]=1[NH:9][N:8]=[CH:7]2. (2) Reactant: ClC1C=C(C2N=NC=C(CO)C=2)C=CC=1F.[Cl:17][C:18]1[CH:19]=[C:20]([C:25]2[N:26]=[N:27][CH:28]=[C:29]([CH2:31][N:32]3[CH:36]=[CH:35][N:34]=[C:33]3[CH3:37])[CH:30]=2)[CH:21]=[CH:22][C:23]=1[F:24].CN(C=O)C.S(Cl)(Cl)=O.CC1NC=CN=1. Product: [Cl:17][C:18]1[CH:19]=[C:20]([C:25]2[N:26]=[N:27][CH:28]=[C:29]([CH2:31][N:32]3[CH:36]=[CH:35][N:34]=[C:33]3[CH3:37])[CH:30]=2)[CH:21]=[CH:22][C:23]=1[F:24]. The catalyst class is: 2. (3) Reactant: [C:1](=[NH:26])([O:3][CH2:4][CH2:5][C:6]1[CH:11]=[C:10]([F:12])[C:9]([O:13][C:14]2[CH:19]=[CH:18][C:17]([Cl:20])=[C:16]([C:21]([F:24])([F:23])[F:22])[CH:15]=2)=[C:8]([F:25])[CH:7]=1)[NH2:2].[CH2:27](/[C:29](=[CH:35]/O)/[C:30](OCC)=[O:31])[CH3:28].C([O-])([O-])=O.[K+].[K+]. Product: [Cl:20][C:17]1[CH:18]=[CH:19][C:14]([O:13][C:9]2[C:10]([F:12])=[CH:11][C:6]([CH2:5][CH2:4][O:3][C:1]3[NH:2][CH:35]=[C:29]([CH2:27][CH3:28])[C:30](=[O:31])[N:26]=3)=[CH:7][C:8]=2[F:25])=[CH:15][C:16]=1[C:21]([F:22])([F:24])[F:23]. The catalyst class is: 3. (4) Reactant: [CH3:1][NH:2][C:3]1[N:4]=[C:5]([O:21][C:22](=[O:36])[N:23]([C:30]2[CH:35]=[CH:34][CH:33]=[CH:32][CH:31]=2)[C:24]2[CH:29]=[CH:28][CH:27]=[CH:26][CH:25]=2)[C:6]2[N:7]=[CH:8][N:9]([C:19]=2[N:20]=1)[C@@H:10]1[O:18][C@H:15]([CH2:16][OH:17])[C@@H:13]([OH:14])[C@H:11]1[OH:12].[CH3:37][O:38][C:39]1[CH:60]=[CH:59][C:42]([C:43](Cl)([C:52]2[CH:57]=[CH:56][CH:55]=[CH:54][CH:53]=2)[C:44]2[CH:49]=[CH:48][C:47]([O:50][CH3:51])=[CH:46][CH:45]=2)=[CH:41][CH:40]=1.C1(C)C=CC=CC=1. Product: [CH3:51][O:50][C:47]1[CH:46]=[CH:45][C:44]([C:43]([O:17][CH2:16][C@H:15]2[O:18][C@@H:10]([N:9]3[C:19]4[N:20]=[C:3]([NH:2][CH3:1])[N:4]=[C:5]([O:21][C:22](=[O:36])[N:23]([C:24]5[CH:29]=[CH:28][CH:27]=[CH:26][CH:25]=5)[C:30]5[CH:35]=[CH:34][CH:33]=[CH:32][CH:31]=5)[C:6]=4[N:7]=[CH:8]3)[C@H:11]([OH:12])[C@@H:13]2[OH:14])([C:52]2[CH:53]=[CH:54][CH:55]=[CH:56][CH:57]=2)[C:42]2[CH:59]=[CH:60][C:39]([O:38][CH3:37])=[CH:40][CH:41]=2)=[CH:49][CH:48]=1. The catalyst class is: 341. (5) Reactant: [NH2:1][C:2]1[S:3][C:4]([CH3:9])=[CH:5][C:6]=1[C:7]#[N:8].F[C:11]1[CH:16]=[C:15]([F:17])[CH:14]=[CH:13][C:12]=1[N+:18]([O-:20])=[O:19].O.[OH-].[Li+].Cl. Product: [F:17][C:15]1[CH:14]=[CH:13][C:12]([N+:18]([O-:20])=[O:19])=[C:11]([NH:1][C:2]2[S:3][C:4]([CH3:9])=[CH:5][C:6]=2[C:7]#[N:8])[CH:16]=1. The catalyst class is: 374. (6) Reactant: [O:1]=[C:2]1[O:8][C@H:7]([C@H:9]([CH2:11][OH:12])[OH:10])[C:5]([OH:6])=[C:3]1[OH:4].[CH3:13][C:14]([CH2:22][CH2:23][CH2:24][CH:25]([CH3:32])[CH2:26][CH2:27][CH2:28][CH:29]([CH3:31])[CH3:30])=[CH:15][CH2:16][CH2:17][C:18](OC)=[O:19].O. Product: [CH3:13][C:14]([CH2:22][CH2:23][CH2:24][CH:25]([CH3:32])[CH2:26][CH2:27][CH2:28][CH:29]([CH3:31])[CH3:30])=[CH:15][CH2:16][CH2:17][C:18]([O:4][C:3]1[C:2]([O:8][C@H:7]([C@H:9]([CH2:11][OH:12])[OH:10])[C:5]=1[OH:6])=[O:1])=[O:19]. The catalyst class is: 65.